Dataset: Forward reaction prediction with 1.9M reactions from USPTO patents (1976-2016). Task: Predict the product of the given reaction. (1) The product is: [CH3:23][S:19]([C:3]1[N:8]=[C:7](/[CH:9]=[C:10]2/[C:11](=[O:16])[NH:12][C:13](=[O:15])[S:14]/2)[CH:6]=[CH:5][N:4]=1)(=[O:21])=[O:18]. Given the reactants CS[C:3]1[N:8]=[C:7](/[CH:9]=[C:10]2/[C:11](=[O:16])[NH:12][C:13](=[O:15])[S:14]/2)[CH:6]=[CH:5][N:4]=1.O[O:18][S:19]([O-:21])=O.[K+].[CH2:23]1COCC1, predict the reaction product. (2) Given the reactants [NH2:1][C:2]1[C:7]([F:8])=[CH:6][N:5]([S:9]([C:12]2[N:13]=[CH:14][N:15]([CH3:17])[CH:16]=2)(=[O:11])=[O:10])[C:4](=[O:18])[N:3]=1.[CH3:19][N:20]([CH3:23])[CH:21]=O.COC(OC)N(C)C, predict the reaction product. The product is: [F:8][C:7]1[C:2]([N:1]=[CH:19][N:20]([CH3:23])[CH3:21])=[N:3][C:4](=[O:18])[N:5]([S:9]([C:12]2[N:13]=[CH:14][N:15]([CH3:17])[CH:16]=2)(=[O:11])=[O:10])[CH:6]=1.